From a dataset of Forward reaction prediction with 1.9M reactions from USPTO patents (1976-2016). Predict the product of the given reaction. (1) The product is: [Br:11][C:12]1[CH:17]=[CH:16][C:15]([C:18]([F:20])([F:19])[O:8][C:5]2[CH:6]=[CH:7][C:2]([F:1])=[CH:3][C:4]=2[CH2:9][OH:10])=[CH:14][CH:13]=1. Given the reactants [F:1][C:2]1[CH:7]=[CH:6][C:5]([OH:8])=[C:4]([CH2:9][OH:10])[CH:3]=1.[Br:11][C:12]1[CH:17]=[CH:16][C:15]([C:18](Br)([F:20])[F:19])=[CH:14][CH:13]=1.C(=O)([O-])[O-].[K+].[K+], predict the reaction product. (2) Given the reactants [Cl:1][C:2]1[N:7]=[C:6]([NH:8][CH2:9][CH2:10][CH:11]([CH3:13])[CH3:12])[C:5]([NH2:14])=[CH:4][N:3]=1.C(N(CC)CC)C.Cl[C:23](=[O:29])[C:24](OCC)=[O:25], predict the reaction product. The product is: [Cl:1][C:2]1[N:3]=[CH:4][C:5]2[NH:14][C:24](=[O:25])[C:23](=[O:29])[N:8]([CH2:9][CH2:10][CH:11]([CH3:12])[CH3:13])[C:6]=2[N:7]=1. (3) Given the reactants CO[C:3]1[CH:4]=[C:5]([CH:9]=[CH:10][C:11]=1[C:12]1[CH:13]=[N:14][NH:15][CH:16]=1)[C:6]([OH:8])=[O:7].BrC1C=CC([C:22](OC)=[O:23])=C(OC)C=1, predict the reaction product. The product is: [CH3:22][O:23][C:4]1[CH:3]=[C:11]([C:12]2[CH:16]=[N:15][NH:14][CH:13]=2)[CH:10]=[CH:9][C:5]=1[C:6]([OH:8])=[O:7]. (4) Given the reactants [Cl:1][C:2]1[N:3]=[C:4]2[C:9](=[CH:10][CH:11]=1)[N:8]=[CH:7][C:6]([S:12]([CH3:15])(=[O:14])=[O:13])=[C:5]2[NH:16][C@H:17]1[CH2:22][CH2:21][C@H:20]([N:23]([CH3:25])[CH3:24])[CH2:19][CH2:18]1.[Cl:26][C:27]1[CH:32]=[C:31](B2OC(C)(C)C(C)(C)O2)[CH:30]=[C:29]([Cl:42])[C:28]=1[OH:43].C1(N)C(F)=C(F)C(F)=C(N)C=1F.Cl.Cl, predict the reaction product. The product is: [ClH:1].[ClH:26].[Cl:26][C:27]1[CH:32]=[C:31]([C:2]2[CH:11]=[CH:10][C:9]3[C:4](=[C:5]([NH:16][C@H:17]4[CH2:18][CH2:19][C@H:20]([N:23]([CH3:25])[CH3:24])[CH2:21][CH2:22]4)[C:6]([S:12]([CH3:15])(=[O:13])=[O:14])=[CH:7][N:8]=3)[N:3]=2)[CH:30]=[C:29]([Cl:42])[C:28]=1[OH:43]. (5) Given the reactants C(OC(=O)C(CC1C=NC=CC=1)C(OCC=C)=O)C=C.[CH2:21]([O:24][C:25](=[O:33])[CH2:26][C:27]([O:29][CH2:30][CH:31]=[CH2:32])=[O:28])[CH:22]=[CH2:23].[H-].[Na+].[F:36][C:37]([F:47])([F:46])[C:38]1[CH:39]=[C:40]([CH:43]=[CH:44][CH:45]=1)[CH2:41]Br, predict the reaction product. The product is: [CH2:21]([O:24][C:25](=[O:33])[CH:26]([CH2:41][C:40]1[CH:43]=[CH:44][CH:45]=[C:38]([C:37]([F:36])([F:46])[F:47])[CH:39]=1)[C:27]([O:29][CH2:30][CH:31]=[CH2:32])=[O:28])[CH:22]=[CH2:23]. (6) Given the reactants [C:1]([O:4][CH:5]1[C:9]2=[N:10][CH:11]=[C:12]([NH2:29])[C:13]([N:14]3[CH2:19][C@H:18]([CH3:20])[CH2:17][C@H:16]([NH:21][C:22]([O:24][C:25]([CH3:28])([CH3:27])[CH3:26])=[O:23])[CH2:15]3)=[C:8]2[CH2:7][CH2:6]1)(=[O:3])[CH3:2].[F:30][C:31]1[CH:36]=[C:35]([C:37]([OH:40])([CH3:39])[CH3:38])[CH:34]=[C:33]([F:41])[C:32]=1[C:42]1[N:47]=[C:46]([C:48](O)=[O:49])[CH:45]=[CH:44][C:43]=1[F:51].CN(C(ON1N=NC2C=CC=NC1=2)=[N+](C)C)C.F[P-](F)(F)(F)(F)F.CCN(C(C)C)C(C)C, predict the reaction product. The product is: [C:1]([O:4][CH:5]1[C:9]2=[N:10][CH:11]=[C:12]([NH:29][C:48]([C:46]3[CH:45]=[CH:44][C:43]([F:51])=[C:42]([C:32]4[C:31]([F:30])=[CH:36][C:35]([C:37]([OH:40])([CH3:39])[CH3:38])=[CH:34][C:33]=4[F:41])[N:47]=3)=[O:49])[C:13]([N:14]3[CH2:19][C@H:18]([CH3:20])[CH2:17][C@H:16]([NH:21][C:22]([O:24][C:25]([CH3:28])([CH3:27])[CH3:26])=[O:23])[CH2:15]3)=[C:8]2[CH2:7][CH2:6]1)(=[O:3])[CH3:2].